Regression. Given two drug SMILES strings and cell line genomic features, predict the synergy score measuring deviation from expected non-interaction effect. From a dataset of NCI-60 drug combinations with 297,098 pairs across 59 cell lines. (1) Drug 1: C1CC(C1)(C(=O)O)C(=O)O.[NH2-].[NH2-].[Pt+2]. Drug 2: CC1=C(C(=CC=C1)Cl)NC(=O)C2=CN=C(S2)NC3=CC(=NC(=N3)C)N4CCN(CC4)CCO. Cell line: SNB-19. Synergy scores: CSS=2.13, Synergy_ZIP=-0.931, Synergy_Bliss=2.35, Synergy_Loewe=0.243, Synergy_HSA=0.234. (2) Drug 1: CC12CCC3C(C1CCC2=O)CC(=C)C4=CC(=O)C=CC34C. Drug 2: CC1=C(N=C(N=C1N)C(CC(=O)N)NCC(C(=O)N)N)C(=O)NC(C(C2=CN=CN2)OC3C(C(C(C(O3)CO)O)O)OC4C(C(C(C(O4)CO)O)OC(=O)N)O)C(=O)NC(C)C(C(C)C(=O)NC(C(C)O)C(=O)NCCC5=NC(=CS5)C6=NC(=CS6)C(=O)NCCC[S+](C)C)O. Cell line: U251. Synergy scores: CSS=24.9, Synergy_ZIP=-1.71, Synergy_Bliss=0.814, Synergy_Loewe=0.211, Synergy_HSA=1.79. (3) Drug 1: C1CCC(C1)C(CC#N)N2C=C(C=N2)C3=C4C=CNC4=NC=N3. Drug 2: B(C(CC(C)C)NC(=O)C(CC1=CC=CC=C1)NC(=O)C2=NC=CN=C2)(O)O. Cell line: MCF7. Synergy scores: CSS=4.58, Synergy_ZIP=-0.150, Synergy_Bliss=4.30, Synergy_Loewe=1.98, Synergy_HSA=2.69. (4) Drug 2: COC1=C2C(=CC3=C1OC=C3)C=CC(=O)O2. Cell line: MDA-MB-435. Drug 1: CN(C)C1=NC(=NC(=N1)N(C)C)N(C)C. Synergy scores: CSS=-5.04, Synergy_ZIP=2.36, Synergy_Bliss=-1.69, Synergy_Loewe=-5.23, Synergy_HSA=-6.51. (5) Drug 1: CC1C(C(CC(O1)OC2CC(OC(C2O)C)OC3=CC4=CC5=C(C(=O)C(C(C5)C(C(=O)C(C(C)O)O)OC)OC6CC(C(C(O6)C)O)OC7CC(C(C(O7)C)O)OC8CC(C(C(O8)C)O)(C)O)C(=C4C(=C3C)O)O)O)O. Drug 2: C1CCC(C(C1)N)N.C(=O)(C(=O)[O-])[O-].[Pt+4]. Cell line: HCC-2998. Synergy scores: CSS=81.0, Synergy_ZIP=-3.37, Synergy_Bliss=-0.497, Synergy_Loewe=4.19, Synergy_HSA=5.06.